This data is from Forward reaction prediction with 1.9M reactions from USPTO patents (1976-2016). The task is: Predict the product of the given reaction. (1) The product is: [CH3:19][N:18]([CH3:21])[CH2:15][C:16]([N:8]1[C:9]2[C:5](=[CH:4][C:3]([O:2][CH3:1])=[C:11]([N+:12]([O-:14])=[O:13])[CH:10]=2)[CH2:6][CH2:7]1)=[O:27]. Given the reactants [CH3:1][O:2][C:3]1[CH:4]=[C:5]2[C:9](=[CH:10][C:11]=1[N+:12]([O-:14])=[O:13])[NH:8][CH2:7][CH2:6]2.[CH:15]([N:18]([CH:21](C)C)[CH2:19]C)(C)[CH3:16].BrCC(Cl)=[O:27].CNC.O1CCCC1, predict the reaction product. (2) Given the reactants [OH-].[Na+].C[O:4][C:5](=[O:39])[CH2:6][C:7]1[CH:8]=[N:9][CH:10]=[C:11]([C:13]2[CH:18]=[CH:17][C:16]([C:19]([C:24]3[CH:29]=[CH:28][C:27]([O:30][CH2:31][C:32](=[O:37])[C:33]([CH3:36])([CH3:35])[CH3:34])=[C:26]([CH3:38])[CH:25]=3)([CH2:22][CH3:23])[CH2:20][CH3:21])=[CH:15][CH:14]=2)[CH:12]=1.[Cl-].[NH4+], predict the reaction product. The product is: [CH3:36][C:33]([CH3:34])([CH3:35])[C:32](=[O:37])[CH2:31][O:30][C:27]1[CH:28]=[CH:29][C:24]([C:19]([C:16]2[CH:17]=[CH:18][C:13]([C:11]3[CH:12]=[C:7]([CH2:6][C:5]([OH:39])=[O:4])[CH:8]=[N:9][CH:10]=3)=[CH:14][CH:15]=2)([CH2:22][CH3:23])[CH2:20][CH3:21])=[CH:25][C:26]=1[CH3:38]. (3) Given the reactants Cl[C:2]1[C:11]2[C:6](=[CH:7][CH:8]=[CH:9][N:10]=2)[N:5]=[CH:4][C:3]=1[N+:12]([O-:14])=[O:13].C(N(CC)CC)C.[NH2:22][CH:23](C)[CH2:24][CH2:25][OH:26], predict the reaction product. The product is: [N+:12]([C:3]1[CH:4]=[N:5][C:6]2[C:11]([C:2]=1[NH:22][CH2:23][CH2:24][CH2:25][OH:26])=[N:10][CH:9]=[CH:8][CH:7]=2)([O-:14])=[O:13]. (4) Given the reactants [CH3:1][C:2]1[NH:13][C:5]2=[N:6][CH:7]=[C:8]([N+:10]([O-])=O)[CH:9]=[C:4]2[C:3]=1[CH3:14].[Cl-].[NH4+].C(O)C, predict the reaction product. The product is: [CH3:1][C:2]1[NH:13][C:5]2=[N:6][CH:7]=[C:8]([NH2:10])[CH:9]=[C:4]2[C:3]=1[CH3:14]. (5) Given the reactants [CH3:1]O.Cl.[CH2:4]([O:11][C:12]1[CH:20]=[CH:19][C:15]([C:16]([OH:18])=[O:17])=[CH:14][C:13]=1[C@@H:21]([C:31]1[CH:36]=[CH:35][CH:34]=[CH:33][CH:32]=1)[CH2:22][CH2:23][N:24]([CH:28]([CH3:30])[CH3:29])[CH:25]([CH3:27])[CH3:26])[C:5]1[CH:10]=[CH:9][CH:8]=[CH:7][CH:6]=1.S(Cl)(Cl)=O, predict the reaction product. The product is: [CH2:4]([O:11][C:12]1[CH:20]=[CH:19][C:15]([C:16]([O:18][CH3:1])=[O:17])=[CH:14][C:13]=1[C@@H:21]([C:31]1[CH:32]=[CH:33][CH:34]=[CH:35][CH:36]=1)[CH2:22][CH2:23][N:24]([CH:25]([CH3:27])[CH3:26])[CH:28]([CH3:29])[CH3:30])[C:5]1[CH:6]=[CH:7][CH:8]=[CH:9][CH:10]=1.